This data is from Forward reaction prediction with 1.9M reactions from USPTO patents (1976-2016). The task is: Predict the product of the given reaction. (1) The product is: [CH2:15]([O:17][C:18]([C:20]1[CH:24]=[C:23]2[NH:25][C:6]([C:7]3[CH:8]=[CH:9][CH:10]=[CH:11][CH:12]=3)=[CH:5][C:4](=[O:14])[N:22]2[N:21]=1)=[O:19])[CH3:16]. Given the reactants C(O[C:4](=[O:14])[CH2:5][C:6](=O)[C:7]1[CH:12]=[CH:11][CH:10]=[CH:9][CH:8]=1)C.[CH2:15]([O:17][C:18]([C:20]1[NH:21][N:22]=[C:23]([NH2:25])[CH:24]=1)=[O:19])[CH3:16], predict the reaction product. (2) Given the reactants [CH2:1]([O:3][C:4](=[O:14])[C:5]1[CH:10]=[CH:9][C:8](F)=[C:7]([F:12])[C:6]=1[F:13])[CH3:2].[C:15]([O:19][C:20](=[O:27])[NH:21][CH:22]1[CH2:26][CH2:25][NH:24][CH2:23]1)([CH3:18])([CH3:17])[CH3:16].C(N(CC)CC)C, predict the reaction product. The product is: [CH2:1]([O:3][C:4](=[O:14])[C:5]1[CH:10]=[CH:9][C:8]([N:24]2[CH2:25][CH2:26][CH:22]([NH:21][C:20]([O:19][C:15]([CH3:18])([CH3:17])[CH3:16])=[O:27])[CH2:23]2)=[C:7]([F:12])[C:6]=1[F:13])[CH3:2].